This data is from NCI-60 drug combinations with 297,098 pairs across 59 cell lines. The task is: Regression. Given two drug SMILES strings and cell line genomic features, predict the synergy score measuring deviation from expected non-interaction effect. (1) Drug 1: CC1C(C(CC(O1)OC2CC(CC3=C2C(=C4C(=C3O)C(=O)C5=C(C4=O)C(=CC=C5)OC)O)(C(=O)CO)O)N)O.Cl. Drug 2: CC1CCCC2(C(O2)CC(NC(=O)CC(C(C(=O)C(C1O)C)(C)C)O)C(=CC3=CSC(=N3)C)C)C. Cell line: HT29. Synergy scores: CSS=44.6, Synergy_ZIP=2.14, Synergy_Bliss=0.259, Synergy_Loewe=-27.9, Synergy_HSA=-0.0821. (2) Drug 1: C1=CC(=CC=C1C#N)C(C2=CC=C(C=C2)C#N)N3C=NC=N3. Drug 2: CC12CCC3C(C1CCC2O)C(CC4=C3C=CC(=C4)O)CCCCCCCCCS(=O)CCCC(C(F)(F)F)(F)F. Cell line: SR. Synergy scores: CSS=5.55, Synergy_ZIP=-4.68, Synergy_Bliss=-9.90, Synergy_Loewe=-3.01, Synergy_HSA=-6.29. (3) Drug 1: C1CN1P(=S)(N2CC2)N3CC3. Drug 2: CC1=C2C(C(=O)C3(C(CC4C(C3C(C(C2(C)C)(CC1OC(=O)C(C(C5=CC=CC=C5)NC(=O)C6=CC=CC=C6)O)O)OC(=O)C7=CC=CC=C7)(CO4)OC(=O)C)O)C)OC(=O)C. Cell line: HCC-2998. Synergy scores: CSS=28.2, Synergy_ZIP=-1.67, Synergy_Bliss=2.27, Synergy_Loewe=5.21, Synergy_HSA=7.85. (4) Drug 1: CS(=O)(=O)C1=CC(=C(C=C1)C(=O)NC2=CC(=C(C=C2)Cl)C3=CC=CC=N3)Cl. Drug 2: C1=NC2=C(N=C(N=C2N1C3C(C(C(O3)CO)O)O)F)N. Cell line: SK-OV-3. Synergy scores: CSS=-0.230, Synergy_ZIP=-2.70, Synergy_Bliss=-3.15, Synergy_Loewe=-7.01, Synergy_HSA=-5.34.